Dataset: Catalyst prediction with 721,799 reactions and 888 catalyst types from USPTO. Task: Predict which catalyst facilitates the given reaction. (1) Reactant: [F:1][C:2]1[CH:3]=[C:4]2[C:11]([C:12]3[N:13]=[N:14][C:15]4[C:20]([CH3:22])([CH3:21])[C:19](=[O:23])[NH:18][C:16]=4[N:17]=3)=[N:10][NH:9][C:5]2=[N:6][C:7]=1[CH3:8].C(=O)([O-])[O-].[Cs+].[Cs+].Br[CH2:31][C:32]1[CH:37]=[CH:36][C:35]([CH3:38])=[C:34]([F:39])[CH:33]=1. Product: [F:1][C:2]1[CH:3]=[C:4]2[C:11]([C:12]3[N:13]=[N:14][C:15]4[C:20]([CH3:21])([CH3:22])[C:19](=[O:23])[NH:18][C:16]=4[N:17]=3)=[N:10][N:9]([CH2:31][C:32]3[CH:37]=[CH:36][C:35]([CH3:38])=[C:34]([F:39])[CH:33]=3)[C:5]2=[N:6][C:7]=1[CH3:8]. The catalyst class is: 39. (2) Reactant: [CH2:1]([O:3][C:4](=[O:10])/[CH:5]=[CH:6]/[C:7](O)=[O:8])[CH3:2].C(Cl)(=O)C([Cl:14])=O. Product: [CH2:1]([O:3][C:4](=[O:10])/[CH:5]=[CH:6]/[C:7]([Cl:14])=[O:8])[CH3:2]. The catalyst class is: 306.